This data is from Catalyst prediction with 721,799 reactions and 888 catalyst types from USPTO. The task is: Predict which catalyst facilitates the given reaction. (1) Reactant: [NH2:1][CH2:2][C:3]1[CH:8]=[CH:7][C:6]([S:9]([N:12]([C:25]2[N:26]=[CH:27][C:28]3[C:33]([C:34]=2[CH:35]2[CH2:37][CH2:36]2)=[CH:32][CH:31]=[CH:30][CH:29]=3)[CH2:13][C:14]2[CH:19]=[CH:18][C:17]([O:20][C:21]([F:24])([F:23])[F:22])=[CH:16][CH:15]=2)(=[O:11])=[O:10])=[CH:5][CH:4]=1.C(N(CC)CC)C.[CH3:45][S:46](Cl)(=[O:48])=[O:47].C(OCC)(=O)C. Product: [CH:35]1([C:34]2[C:33]3[C:28](=[CH:29][CH:30]=[CH:31][CH:32]=3)[CH:27]=[N:26][C:25]=2[N:12]([CH2:13][C:14]2[CH:15]=[CH:16][C:17]([O:20][C:21]([F:24])([F:22])[F:23])=[CH:18][CH:19]=2)[S:9]([C:6]2[CH:5]=[CH:4][C:3]([CH2:2][NH:1][S:46]([CH3:45])(=[O:48])=[O:47])=[CH:8][CH:7]=2)(=[O:10])=[O:11])[CH2:37][CH2:36]1. The catalyst class is: 46. (2) Reactant: O[CH2:2][C:3]1[CH:8]=[CH:7][CH:6]=[CH:5][C:4]=1[SH:9].[CH3:10][O:11][C:12]1[CH:19]=[CH:18][C:15]([CH2:16]Cl)=[CH:14][CH:13]=1.CCN(C(C)C)C(C)C.C(Br)(Br)(Br)[Br:30].C1(P(C2C=CC=CC=2)C2C=CC=CC=2)C=CC=CC=1. Product: [CH3:10][O:11][C:12]1[CH:19]=[CH:18][C:15]([CH2:16][S:9][C:4]2[CH:5]=[CH:6][CH:7]=[CH:8][C:3]=2[CH2:2][Br:30])=[CH:14][CH:13]=1. The catalyst class is: 827. (3) Reactant: [F:1][C:2]([F:17])([F:16])[C:3]([N:5]1[CH2:11][CH2:10][C:9]2[CH:12]=[CH:13][CH:14]=[CH:15][C:8]=2[CH2:7][CH2:6]1)=[O:4].[Cl-].[Al+3].[Cl-].[Cl-].[C:22](Cl)(=[O:26])[CH2:23][CH2:24][CH3:25]. Product: [C:22]([C:14]1[CH:13]=[CH:12][C:9]2[CH2:10][CH2:11][N:5]([C:3](=[O:4])[C:2]([F:1])([F:16])[F:17])[CH2:6][CH2:7][C:8]=2[CH:15]=1)(=[O:26])[CH2:23][CH2:24][CH3:25]. The catalyst class is: 534.